This data is from Reaction yield outcomes from USPTO patents with 853,638 reactions. The task is: Predict the reaction yield, written as a fraction of the theoretical maximum amount of product (1.0 means a 100% yield; for example, 0.34 means a 34% yield). (1) The catalyst is C(O)C.C(OCC)C. The reactants are [C:1]1([CH2:7][C:8]([NH:10][NH2:11])=[O:9])[CH:6]=[CH:5][CH:4]=[CH:3][CH:2]=1.C(O[C:15](=[NH:21])[C:16]([O:18][CH2:19][CH3:20])=[O:17])C. The yield is 0.820. The product is [NH2:21][C:15](=[N:11][NH:10][C:8](=[O:9])[CH2:7][C:1]1[CH:6]=[CH:5][CH:4]=[CH:3][CH:2]=1)[C:16]([O:18][CH2:19][CH3:20])=[O:17]. (2) The reactants are I[C:2]1[CH:7]=[CH:6][C:5]([CH:8]([CH:12]2[CH2:14]C2)[C:9]([OH:11])=[O:10])=[CH:4][CH:3]=1.[CH3:15][O:16][C:17]1[CH:22]=[CH:21][C:20]([N:23]2[C:27]3[C:28](=[O:32])[NH:29][CH2:30][CH2:31][C:26]=3[C:25]([C:33]([O:35][CH2:36][CH3:37])=[O:34])=[N:24]2)=[CH:19][CH:18]=1.C([O-])([O-])=O.[K+].[K+].N1C2C(=CC=C3C=2N=CC=C3)C=CC=1.Cl. The catalyst is CS(C)=O.[Cu]I.CCOC(C)=O. The product is [CH2:36]([O:35][C:33]([C:25]1[C:26]2[CH2:31][CH2:30][N:29]([C:2]3[CH:3]=[CH:4][C:5]([C:8]4([C:9]([OH:11])=[O:10])[CH2:12][CH2:14]4)=[CH:6][CH:7]=3)[C:28](=[O:32])[C:27]=2[N:23]([C:20]2[CH:19]=[CH:18][C:17]([O:16][CH3:15])=[CH:22][CH:21]=2)[N:24]=1)=[O:34])[CH3:37]. The yield is 0.726. (3) The reactants are [CH3:1][O:2][C:3]1[CH:9]=[CH:8][C:6]([NH2:7])=[CH:5][CH:4]=1.C(N(CC)CC)C.[Cl-].ClC1N(C)CC[NH+]1C.[CH3:26][O:27][C:28]1[C:29](=[O:56])[C:30]([CH3:55])=[C:31]([CH2:37][C:38]2[C:39]([O:47][CH2:48][C:49]3[CH:54]=[CH:53][CH:52]=[CH:51][CH:50]=3)=[C:40]([CH:44]=[CH:45][CH:46]=2)[C:41](O)=[O:42])[C:32](=[O:36])[C:33]=1[O:34][CH3:35]. The catalyst is C(Cl)Cl. The product is [CH3:26][O:27][C:28]1[C:29](=[O:56])[C:30]([CH3:55])=[C:31]([CH2:37][C:38]2[C:39]([O:47][CH2:48][C:49]3[CH:50]=[CH:51][CH:52]=[CH:53][CH:54]=3)=[C:40]([CH:44]=[CH:45][CH:46]=2)[C:41]([NH:7][C:6]2[CH:8]=[CH:9][C:3]([O:2][CH3:1])=[CH:4][CH:5]=2)=[O:42])[C:32](=[O:36])[C:33]=1[O:34][CH3:35]. The yield is 0.510. (4) The reactants are [I:1][C:2]1[CH:3]=[C:4]([OH:8])[CH:5]=[CH:6][CH:7]=1.[C:9]([O:13][C:14]([N:16]1[CH2:21][CH2:20][CH:19](O)[CH2:18][CH2:17]1)=[O:15])([CH3:12])([CH3:11])[CH3:10].C1(P(C2C=CC=CC=2)C2C=CC=CC=2)C=CC=CC=1.N(C(OCC)=O)=NC(OCC)=O. The catalyst is C1(C)C=CC=CC=1. The product is [C:9]([O:13][C:14]([N:16]1[CH2:21][CH2:20][CH:19]([O:8][C:4]2[CH:5]=[CH:6][CH:7]=[C:2]([I:1])[CH:3]=2)[CH2:18][CH2:17]1)=[O:15])([CH3:12])([CH3:10])[CH3:11]. The yield is 0.980.